This data is from Forward reaction prediction with 1.9M reactions from USPTO patents (1976-2016). The task is: Predict the product of the given reaction. (1) Given the reactants [CH2:1]([NH:3][C:4](=[O:33])[NH:5][CH2:6][C:7]1[CH:8]=[C:9]([C:13]2[CH:18]=[CH:17][C:16]([C:19]([CH3:31])([CH3:30])[CH2:20][CH2:21][CH2:22][NH:23][C:24](=[O:29])C(C)(C)C)=[CH:15][C:14]=2[OH:32])[CH:10]=[CH:11][CH:12]=1)[CH3:2].[N:34]1(C(Cl)=O)[CH2:39][CH2:38][O:37][CH2:36][CH2:35]1, predict the reaction product. The product is: [CH2:1]([NH:3][C:4](=[O:33])[NH:5][CH2:6][C:7]1[CH:8]=[C:9]([C:13]2[CH:18]=[CH:17][C:16]([C:19]([CH3:30])([CH3:31])[CH2:20][CH2:21][CH2:22][NH:23][C:24]([N:34]3[CH2:39][CH2:38][O:37][CH2:36][CH2:35]3)=[O:29])=[CH:15][C:14]=2[OH:32])[CH:10]=[CH:11][CH:12]=1)[CH3:2]. (2) Given the reactants [CH3:1][O:2][C:3]1[CH:8]=[CH:7][C:6]([N:9]2[CH2:14][CH2:13][N:12]([C:15]3[C:16]([CH3:29])=[C:17]([CH3:28])[C:18]4[O:22][C:21]([CH2:24][NH2:25])([CH3:23])[CH2:20][C:19]=4[C:26]=3[CH3:27])[CH2:11][CH2:10]2)=[CH:5][CH:4]=1.[C:30](Cl)(=[O:34])[CH2:31][CH2:32][CH3:33], predict the reaction product. The product is: [CH3:1][O:2][C:3]1[CH:4]=[CH:5][C:6]([N:9]2[CH2:10][CH2:11][N:12]([C:15]3[C:16]([CH3:29])=[C:17]([CH3:28])[C:18]4[O:22][C:21]([CH2:24][NH:25][C:30](=[O:34])[CH2:31][CH2:32][CH3:33])([CH3:23])[CH2:20][C:19]=4[C:26]=3[CH3:27])[CH2:13][CH2:14]2)=[CH:7][CH:8]=1.